This data is from Full USPTO retrosynthesis dataset with 1.9M reactions from patents (1976-2016). The task is: Predict the reactants needed to synthesize the given product. (1) The reactants are: [Cl:1][C:2]1[S:3][CH:4]=[C:5]([C:7]([OH:9])=O)[N:6]=1.[N:10]1[CH:15]=[CH:14][C:13]([NH2:16])=[CH:12][N:11]=1.[CH2:17](N(CC)CC)C.F[P-](F)(F)(F)(F)F.N1(O[P+](N2CCCC2)(N2CCCC2)N2CCCC2)C2C=CC=CC=2N=N1. Given the product [CH3:17][N:16]([C:13]1[CH:14]=[CH:15][N:10]=[N:11][CH:12]=1)[C:7]([C:5]1[N:6]=[C:2]([Cl:1])[S:3][CH:4]=1)=[O:9], predict the reactants needed to synthesize it. (2) Given the product [C:39]([C:24]1[CH:23]=[CH:22][C:21]([NH:20][CH2:1][C:3]2[CH:8]=[CH:7][C:6]([CH:9]=[CH:10][CH2:11][CH2:12][C:13]([OH:15])=[O:14])=[CH:5][CH:4]=2)=[CH:26][CH:25]=1)([CH3:38])([CH3:40])[CH3:27], predict the reactants needed to synthesize it. The reactants are: [CH:1]([C:3]1[CH:8]=[CH:7][C:6]([CH:9]=[CH:10][CH2:11][CH2:12][C:13]([OH:15])=[O:14])=[CH:5][CH:4]=1)=O.C([NH:20][C:21]1[CH:26]=[CH:25][CH:24]=[CH:23][CH:22]=1)(C)(C)C.[CH3:27]C(O)=O.C([BH3-])#N.[Na+].CN1[C:40](=O)[CH2:39][CH2:38]C1.